Predict the reactants needed to synthesize the given product. From a dataset of Full USPTO retrosynthesis dataset with 1.9M reactions from patents (1976-2016). (1) The reactants are: [OH:1][CH:2]1[N:8]=[C:7]([C:9]2[CH:14]=[CH:13][CH:12]=[CH:11][CH:10]=2)[C:6]2[CH:15]=[CH:16][CH:17]=[CH:18][C:5]=2[N:4]([CH2:19][C:20]([F:23])([F:22])[F:21])[C:3]1=[O:24].C(N(CC)CC)C.Cl.[NH:33]1[CH2:38][CH2:37][CH:36]([N:39]2[CH2:48][C:47]3[C:42](=[CH:43][CH:44]=[CH:45][CH:46]=3)[NH:41][C:40]2=[O:49])[CH2:35][CH2:34]1.[O:50]1CCC[CH2:51]1. Given the product [O:49]=[C:40]1[N:39]([CH:36]2[CH2:35][CH2:34][N:33]([C:51]([O:1][CH:2]3[N:8]=[C:7]([C:9]4[CH:10]=[CH:11][CH:12]=[CH:13][CH:14]=4)[C:6]4[CH:15]=[CH:16][CH:17]=[CH:18][C:5]=4[N:4]([CH2:19][C:20]([F:21])([F:23])[F:22])[C:3]3=[O:24])=[O:50])[CH2:38][CH2:37]2)[CH2:48][C:47]2[C:42](=[CH:43][CH:44]=[CH:45][CH:46]=2)[NH:41]1, predict the reactants needed to synthesize it. (2) Given the product [F:42][C:43]([F:48])([F:47])[C:44]([OH:46])=[O:45].[C:1]1([S:7]([NH:10][C:11]2[CH:12]=[C:13]([C@@H:17]([OH:39])[CH2:18][NH:19][C:20]([CH3:37])([CH3:38])[CH2:21][CH2:22][N:23]3[C:27]4[CH:28]=[C:29]([C:32]([OH:34])=[O:33])[CH:30]=[CH:31][C:26]=4[N:25]=[CH:24]3)[CH:14]=[CH:15][CH:16]=2)(=[O:9])=[O:8])[CH:6]=[CH:5][CH:4]=[CH:3][CH:2]=1, predict the reactants needed to synthesize it. The reactants are: [C:1]1([S:7]([NH:10][C:11]2[CH:12]=[C:13]([C@@H:17]([OH:39])[CH2:18][NH:19][C:20]([CH3:38])([CH3:37])[CH2:21][CH2:22][N:23]3[C:27]4[CH:28]=[C:29]([C:32]([O:34]CC)=[O:33])[CH:30]=[CH:31][C:26]=4[N:25]=[CH:24]3)[CH:14]=[CH:15][CH:16]=2)(=[O:9])=[O:8])[CH:6]=[CH:5][CH:4]=[CH:3][CH:2]=1.[OH-].[Li+].[F:42][C:43]([F:48])([F:47])[C:44]([OH:46])=[O:45]. (3) Given the product [CH3:1][O:2][C:3]([C:5]1[N:6]=[C:7]([C:24]#[N:25])[C:8]2[C:13]([C:14]=1[OH:15])=[CH:12][CH:11]=[C:10]([CH2:16][C:17]1[CH:22]=[CH:21][CH:20]=[CH:19][CH:18]=1)[CH:9]=2)=[O:4], predict the reactants needed to synthesize it. The reactants are: [CH3:1][O:2][C:3]([C:5]1[N:6]=[C:7](Br)[C:8]2[C:13]([C:14]=1[OH:15])=[CH:12][CH:11]=[C:10]([CH2:16][C:17]1[CH:22]=[CH:21][CH:20]=[CH:19][CH:18]=1)[CH:9]=2)=[O:4].[C:24]([Cu])#[N:25]. (4) Given the product [CH:1]1([N:7]([CH2:19][O:20][CH2:21][CH2:22][Si:23]([CH3:26])([CH3:25])[CH3:24])[S:8]([C:11]2[CH:16]=[CH:15][CH:14]=[C:13]([CH2:17][O:18][CH2:34][CH2:35][O:36][CH2:37][CH2:38][CH2:39][CH2:40][CH2:41][CH2:42][N:43]3[CH2:47][C@@H:46]([C:48]4[CH:59]=[CH:58][C:51]5[O:52][C:53]([CH3:56])([CH3:57])[O:54][CH2:55][C:50]=5[CH:49]=4)[O:45][C:44]3=[O:60])[CH:12]=2)(=[O:10])=[O:9])[CH2:2][CH2:3][CH2:4][CH2:5][CH2:6]1, predict the reactants needed to synthesize it. The reactants are: [CH:1]1([N:7]([CH2:19][O:20][CH2:21][CH2:22][Si:23]([CH3:26])([CH3:25])[CH3:24])[S:8]([C:11]2[CH:16]=[CH:15][CH:14]=[C:13]([CH2:17][OH:18])[CH:12]=2)(=[O:10])=[O:9])[CH2:6][CH2:5][CH2:4][CH2:3][CH2:2]1.[H-].[Na+].CS(O[CH2:34][CH2:35][O:36][CH2:37][CH2:38][CH2:39][CH2:40][CH2:41][CH2:42][N:43]1[CH2:47][C@@H:46]([C:48]2[CH:59]=[CH:58][C:51]3[O:52][C:53]([CH3:57])([CH3:56])[O:54][CH2:55][C:50]=3[CH:49]=2)[O:45][C:44]1=[O:60])(=O)=O.P([O-])([O-])([O-])=O. (5) Given the product [Cl:12][C:4]1[C:5]([O:10][CH3:11])=[CH:6][C:7]([O:8][CH3:9])=[C:2]([Cl:1])[C:3]=1[C:13]1[C:28](=[O:29])[N:27]([CH2:30][CH2:31][O:32][CH:33]2[CH2:34][CH2:35][NH:36][CH2:37][CH2:38]2)[C:16]2[N:17]=[C:18]([NH:21][CH2:22][C:23]([OH:26])([CH3:24])[CH3:25])[N:19]=[CH:20][C:15]=2[CH:14]=1, predict the reactants needed to synthesize it. The reactants are: [Cl:1][C:2]1[C:7]([O:8][CH3:9])=[CH:6][C:5]([O:10][CH3:11])=[C:4]([Cl:12])[C:3]=1[C:13]1[C:28](=[O:29])[N:27]([CH2:30][CH2:31][O:32][CH:33]2[CH2:38][CH2:37][N:36](C(OC(C)(C)C)=O)[CH2:35][CH2:34]2)[C:16]2[N:17]=[C:18]([NH:21][CH2:22][C:23]([OH:26])([CH3:25])[CH3:24])[N:19]=[CH:20][C:15]=2[CH:14]=1.C(O)(C(F)(F)F)=O.